From a dataset of Drug-target binding data from BindingDB using IC50 measurements. Regression. Given a target protein amino acid sequence and a drug SMILES string, predict the binding affinity score between them. We predict pIC50 (pIC50 = -log10(IC50 in M); higher means more potent). Dataset: bindingdb_ic50. (1) The small molecule is C[C@H]1O[C@H](O[C@@H]2[C@@H](CO)O[C@H](O[C@@H]3[C@@H](CO)OC(O)[C@H](O)[C@H]3O)[C@H](O)[C@H]2O)[C@H](O)[C@@H](O)[C@@H]1N[C@H]1C=C(CO)[C@@H](O)[C@H](O)[C@H]1O. The target protein (P53008) has sequence MLISKSKMFKTFWILTSIVLLASATVDISKLQEFEEYQKFTNESLLWAPYRSNCYFGMRPRYVHESPLIMGIMWFNSLSQDGLHSLRHFATPQDKLQKYGWEVYDPRIGGKEVFIDEKNNLNLTVYFVKSKNGENWSVRVQGEPLDPKRPSTASVVLYFSQNGGEIDGKSSLAMIGHDGPNDMKFFGYSKELGEYHLTVKDNFGHYFKNPEYETMEVAPGSDCSKTSHLSLQIPDKEVWKARDVFQSLVSDSIRDILEKEETKQRPADLIPSVLTIRNLYNFNPGNFHYIQKTFDLTKKDGFQFDITYNKLGTTQSISTREQVTELITWSLNEINARFDKQFSFGEGPDSIESVEVKRRFALETLSNLLGGIGYFYGNQLIDRETEFDESQFTEIKLLNAKEEGPFELFTSVPSRGFFPRGFYWDEGFHLLQIMEYDFDLAFEILASWFEMIEDDSGWIAREIILGNEARSKVPQEFQVQNPNIANPPTLLLAFSEMLSR.... The pIC50 is 4.9. (2) The drug is O=C1CSC(=S)N1. The target protein (O75365) has sequence MARMNRPAPVEVSYKHMRFLITHNPTNATLSTFIEDLKKYGATTVVRVCEVTYDKTPLEKDGITVVDWPFDDGAPPPGKVVEDWLSLVKAKFCEAPGSCVAVHCVAGLGRAPVLVALALIESGMKYEDAIQFIRQKRRGAINSKQLTYLEKYRPKQRLRFKDPHTHKTRCCVM. The pIC50 is 4.3. (3) The small molecule is CC(C)Oc1ccc(-c2nc(-c3ccc(CN4CC(C(=O)O)C4)cc3)no2)cc1. The target protein (O95977) has sequence MNATGTPVAPESCQQLAAGGHSRLIVLHYNHSGRLAGRGGPEDGGLGALRGLSVAASCLVVLENLLVLAAITSHMRSRRWVYYCLVNITLSDLLTGAAYLANVLLSGARTFRLAPAQWFLREGLLFTALAASTFSLLFTAGERFATMVRPVAESGATKTSRVYGFIGLCWLLAALLGMLPLLGWNCLCAFDRCSSLLPLYSKRYILFCLVIFAGVLATIMGLYGAIFRLVQASGQKAPRPAARRKARRLLKTVLMILLAFLVCWGPLFGLLLADVFGSNLWAQEYLRGMDWILALAVLNSAVNPIIYSFRSREVCRAVLSFLCCGCLRLGMRGPGDCLARAVEAHSGASTTDSSLRPRDSFRGSRSLSFRMREPLSSISSVRSI. The pIC50 is 6.4. (4) The drug is O=C(O)CNC(=O)C(=O)O. The target protein (Q9Y4C1) has sequence MVLTLGESWPVLVGRRFLSLSAADGSDGSHDSWDVERVAEWPWLSGTIRAVSHTDVTKKDLKVCVEFDGESWRKRRWIEVYSLLRRAFLVEHNLVLAERKSPEISERIVQWPAITYKPLLDKAGLGSITSVRFLGDQQRVFLSKDLLKPIQDVNSLRLSLTDNQIVSKEFQALIVKHLDESHLLKGDKNLVGSEVKIYSLDPSTQWFSATVINGNPASKTLQVNCEEIPALKIVDPSLIHVEVVHDNLVTCGNSARIGAVKRKSSENNGTLVSKQAKSCSEASPSMCPVQSVPTTVFKEILLGCTAATPPSKDPRQQSTPQAANSPPNLGAKIPQGCHKQSLPEEISSCLNTKSEALRTKPDVCKAGLLSKSSQIGTGDLKILTEPKGSCTQPKTNTDQENRLESVPQALTGLPKECLPTKASSKAELEIANPPELQKHLEHAPSPSDVSNAPEVKAGVNSDSPNNCSGKKVEPSALACRSQNLKESSVKVDNESCCSRS.... The pIC50 is 6.5. (5) The compound is Cc1cnnc2c1C(=NN=C(N)N)CC(c1ccccc1Cl)C2. The target protein (P26431) has sequence MMLRWSGIWGLYPPRIFPSLLVVVALVGLLPVLRSHGLQLNPTASTIRGSEPPRERSIGDVTTAPSEPLHHPDDRNLTNLYIEHGAKPVRKAFPVLDIDYLHVRTPFEISLWILLACLMKIGFHVIPTISSIVPESCLLIVVGLLVGGLIKGVGETPPFLQSDVFFLFLLPPIILDAGYFLPLRQFTENLGTILIFAVVGTLWNAFFLGGLLYAVCLVGGEQINNIGLLDTLLFGSIISAVDPVAVLAVFEEIHINELLHILVFGESLLNDAVTVVLYHLFEEFASYEYVGISDIFLGFLSFFVVSLGGVFVGVVYGVIAAFTSRFTSHIRVIEPLFVFLYSYMAYLSAELFHLSGIMALIASGVVMRPYVEANISHKSHTTIKYFLKMWSSVSETLIFIFLGVSTVAGSHQWNWTFVISTLLFCLIARVLGVLVLTWFINKFRIVKLTPKDQFIIAYGGLRGAIAFSLGYLLDKKHFPMCDLFLTAIITVIFFTVFVQG.... The pIC50 is 7.6.